The task is: Predict which catalyst facilitates the given reaction.. This data is from Catalyst prediction with 721,799 reactions and 888 catalyst types from USPTO. (1) Reactant: Cl[C:2]1[C:7]([C:8]2[O:12][C:11]([CH3:13])=[N:10][CH:9]=2)=[CH:6][CH:5]=[C:4]([Cl:14])[N:3]=1.[CH3:15][O-:16].[Na+]. Product: [Cl:14][C:4]1[N:3]=[C:2]([O:16][CH3:15])[C:7]([C:8]2[O:12][C:11]([CH3:13])=[N:10][CH:9]=2)=[CH:6][CH:5]=1. The catalyst class is: 5. (2) Reactant: [F:1][C:2]1[CH:3]=[C:4]([C:9]([C:11]2[C:20]([NH2:21])=[C:19]3[C:14]([CH:15]=[CH:16][CH:17]=[N:18]3)=[CH:13][CH:12]=2)=O)[CH:5]=[CH:6][C:7]=1[F:8].[CH3:22][NH:23][S:24](Cl)(=[O:26])=[O:25].[BH4-].[Na+]. Product: [F:1][C:2]1[CH:3]=[C:4]([CH:9]2[C:11]3[CH:12]=[CH:13][C:14]4[C:19](=[N:18][CH:17]=[CH:16][CH:15]=4)[C:20]=3[NH:21][S:24](=[O:26])(=[O:25])[N:23]2[CH3:22])[CH:5]=[CH:6][C:7]=1[F:8]. The catalyst class is: 17. (3) Reactant: [N+:1]([C:4]1[CH:5]=[C:6]([NH:10][C:11](=[O:17])[O:12][C:13]([CH3:16])([CH3:15])[CH3:14])[CH:7]=[CH:8][CH:9]=1)([O-])=O. Product: [NH2:1][C:4]1[CH:5]=[C:6]([NH:10][C:11](=[O:17])[O:12][C:13]([CH3:15])([CH3:14])[CH3:16])[CH:7]=[CH:8][CH:9]=1. The catalyst class is: 5. (4) Reactant: [NH:1]1[CH:5]=[N:4][C:3]([C:6]2[C:7]([NH2:12])=[N:8][CH:9]=[CH:10][CH:11]=2)=[N:2]1.[CH2:13]([O:20][C:21]1[CH:28]=[CH:27][C:24]([CH2:25]Cl)=[CH:23][CH:22]=1)[C:14]1[CH:19]=[CH:18][CH:17]=[CH:16][CH:15]=1.C(=O)([O-])[O-].[K+].[K+].CN(C=O)C. Product: [CH2:13]([O:20][C:21]1[CH:22]=[CH:23][C:24]([CH2:25][N:1]2[CH:5]=[N:4][C:3]([C:6]3[C:7]([NH2:12])=[N:8][CH:9]=[CH:10][CH:11]=3)=[N:2]2)=[CH:27][CH:28]=1)[C:14]1[CH:15]=[CH:16][CH:17]=[CH:18][CH:19]=1. The catalyst class is: 6. (5) The catalyst class is: 91. Product: [CH3:9][N:11]([CH3:12])[C:6]([C:4]1[N:3]=[CH:2][S:1][CH:5]=1)=[O:7]. Reactant: [S:1]1[CH:5]=[C:4]([C:6](Cl)=[O:7])[N:3]=[CH:2]1.[CH2:9]([N:11](CC)[CH2:12]C)C.Cl.CNOC.[OH-].[Na+].